Dataset: Forward reaction prediction with 1.9M reactions from USPTO patents (1976-2016). Task: Predict the product of the given reaction. The product is: [OH:42][C:40]([CH3:43])([CH3:41])[CH2:39][CH2:38][C:36]1[O:35][N:34]=[C:33]([C:28]2[CH:29]=[CH:30][C:31]([CH3:32])=[C:26]([NH:25][C:11]([C:8]3[N:5]4[CH:6]=[CH:7][C:2]([CH3:1])=[CH:3][C:4]4=[N:10][CH:9]=3)=[O:13])[CH:27]=2)[N:37]=1. Given the reactants [CH3:1][C:2]1[CH:7]=[CH:6][N:5]2[C:8]([C:11]([OH:13])=O)=[CH:9][N:10]=[C:4]2[CH:3]=1.C(Cl)(=O)C(Cl)=O.CN(C=O)C.[NH2:25][C:26]1[CH:27]=[C:28]([C:33]2[N:37]=[C:36]([CH2:38][CH2:39][C:40]([CH3:43])([OH:42])[CH3:41])[O:35][N:34]=2)[CH:29]=[CH:30][C:31]=1[CH3:32], predict the reaction product.